From a dataset of Forward reaction prediction with 1.9M reactions from USPTO patents (1976-2016). Predict the product of the given reaction. Given the reactants [C:1]([C:4]1[CH:24]=[CH:23][CH:22]=[CH:21][C:5]=1[C:6]([C:8]1[CH:20]=[CH:19][C:11]2[S:12][C:13]3[CH:18]=[CH:17][CH:16]=[CH:15][C:14]=3[C:10]=2[CH:9]=1)=[O:7])(O)=[O:2].P(Cl)(Cl)(Cl)(Cl)Cl.[Cl-].[Al+3].[Cl-].[Cl-].CC(C)=O, predict the reaction product. The product is: [CH:15]1[C:14]2[C:10]3[CH:9]=[C:8]4[C:20]([C:1](=[O:2])[C:4]5[CH:24]=[CH:23][CH:22]=[CH:21][C:5]=5[C:6]4=[O:7])=[CH:19][C:11]=3[S:12][C:13]=2[CH:18]=[CH:17][CH:16]=1.